This data is from Reaction yield outcomes from USPTO patents with 853,638 reactions. The task is: Predict the reaction yield, written as a fraction of the theoretical maximum amount of product (1.0 means a 100% yield; for example, 0.34 means a 34% yield). (1) The reactants are [Cl:1][C:2]1[CH:10]=[CH:9][C:8]([C:11]2[N:12]([C:22]([O:24][C:25]([CH3:28])([CH3:27])[CH3:26])=[O:23])[C:13]3[C:18]([CH:19]=2)=[CH:17][C:16]([CH:20]=O)=[CH:15][CH:14]=3)=[C:7]2[C:3]=1[CH2:4][NH:5][C:6]2=[O:29].[NH2:30][C:31]1[CH:36]=[CH:35][CH:34]=[CH:33][CH:32]=1.C(O)(=O)C.C(O[BH-](OC(=O)C)OC(=O)C)(=O)C.[Na+].Cl. The catalyst is C(#N)C. The product is [Cl:1][C:2]1[CH:10]=[CH:9][C:8]([C:11]2[N:12]([C:22]([O:24][C:25]([CH3:27])([CH3:28])[CH3:26])=[O:23])[C:13]3[C:18]([CH:19]=2)=[CH:17][C:16]([CH2:20][NH:30][C:31]2[CH:36]=[CH:35][CH:34]=[CH:33][CH:32]=2)=[CH:15][CH:14]=3)=[C:7]2[C:3]=1[CH2:4][NH:5][C:6]2=[O:29]. The yield is 0.920. (2) The reactants are [Br:1][C:2]1[CH:3]=[C:4]([NH:8][C:9]2[C:18]3[C:13](=[CH:14][CH:15]=[C:16]([NH2:19])[CH:17]=3)[N:12]=[CH:11][N:10]=2)[CH:5]=[CH:6][CH:7]=1.Cl[CH2:21][CH2:22][CH2:23][C:24](Cl)=[O:25].[CH3:27][NH:28][CH3:29].CO. The catalyst is O1CCOCC1. The product is [Br:1][C:2]1[CH:3]=[C:4]([CH:5]=[CH:6][CH:7]=1)[NH:8][C:9]1[C:18]2[C:13](=[CH:14][CH:15]=[C:16]([NH:19][C:24](=[O:25])[CH2:23][CH2:22][CH2:21][N:28]([CH3:29])[CH3:27])[CH:17]=2)[N:12]=[CH:11][N:10]=1. The yield is 0.360. (3) The reactants are [CH2:1]([O:8][C:9]1[CH:14]=[CH:13][N:12]([CH2:15][C:16]2[CH:21]=[CH:20][CH:19]=[C:18]([F:22])[CH:17]=2)[C:11](=[O:23])[C:10]=1I)[C:2]1[CH:7]=[CH:6][CH:5]=[CH:4][CH:3]=1.[CH2:25](OC1C=CN(CC2C=CC=C(F)C=2)C(=O)C=1)[C:26]1C=CC=CC=1.IN1C(=O)CCC1=O. The catalyst is C(#N)C. The product is [CH2:1]([O:8][C:9]1[CH:14]=[CH:13][N:12]([CH2:15][C:16]2[CH:21]=[CH:20][CH:19]=[C:18]([F:22])[CH:17]=2)[C:11](=[O:23])[C:10]=1[C:25]#[CH:26])[C:2]1[CH:7]=[CH:6][CH:5]=[CH:4][CH:3]=1. The yield is 0.900. (4) The reactants are [CH2:1]([S:3][C:4]1[C:13]([C:14]([NH:16][CH2:17][C:18]2[CH:23]=[CH:22][CH:21]=[CH:20][C:19]=2[O:24]C)=[O:15])=[C:12]([CH3:26])[C:11]2[C:6](=[CH:7][C:8]([C:27]([F:30])([F:29])[F:28])=[CH:9][CH:10]=2)[N:5]=1)[CH3:2].B(Br)(Br)Br.CCCCCC. The catalyst is C(Cl)Cl.O. The product is [CH2:1]([S:3][C:4]1[C:13]([C:14]([NH:16][CH2:17][C:18]2[CH:23]=[CH:22][CH:21]=[CH:20][C:19]=2[OH:24])=[O:15])=[C:12]([CH3:26])[C:11]2[C:6](=[CH:7][C:8]([C:27]([F:30])([F:28])[F:29])=[CH:9][CH:10]=2)[N:5]=1)[CH3:2]. The yield is 0.700. (5) The reactants are [Br:1][C:2]1[C:3]([C:28]([F:31])([F:30])[F:29])=[CH:4][C:5]([N+:25]([O-])=O)=[C:6]([NH:8][CH:9]2[CH2:14][CH2:13][N:12]([C@H:15]3[CH2:20][CH2:19][C@H:18]([O:21][CH2:22][CH2:23][CH3:24])[CH2:17][CH2:16]3)[CH2:11][CH2:10]2)[CH:7]=1.O.NN. The catalyst is C(O)C.[Ni]. The product is [Br:1][C:2]1[CH:7]=[C:6]([NH:8][CH:9]2[CH2:14][CH2:13][N:12]([C@H:15]3[CH2:16][CH2:17][C@H:18]([O:21][CH2:22][CH2:23][CH3:24])[CH2:19][CH2:20]3)[CH2:11][CH2:10]2)[C:5]([NH2:25])=[CH:4][C:3]=1[C:28]([F:31])([F:29])[F:30]. The yield is 1.00. (6) No catalyst specified. The yield is 0.670. The reactants are [Br:1][C:2]1[CH:13]=[CH:12][C:5]2[O:6][CH2:7][CH2:8][CH2:9][C:10](=[O:11])[C:4]=2[CH:3]=1.C1CCCCC1.CO[CH:22](OC)[N:23]([CH3:25])[CH3:24]. The product is [Br:1][C:2]1[CH:13]=[CH:12][C:5]2[O:6][CH2:7][CH2:8]/[C:9](=[CH:22]\[N:23]([CH3:25])[CH3:24])/[C:10](=[O:11])[C:4]=2[CH:3]=1. (7) The catalyst is ClCCl. The reactants are [NH2:1][C:2]1[CH:27]=[C:26]([Cl:28])[CH:25]=[CH:24][C:3]=1[O:4][CH2:5][C:6]([N:8]1[CH2:13][C@H:12]([CH3:14])[N:11]([CH2:15][C:16]2[CH:21]=[CH:20][C:19]([F:22])=[CH:18][CH:17]=2)[CH2:10][C@H:9]1[CH3:23])=[O:7].N1C=CC=CC=1.Cl[C:36]([O:38][C:39]1[CH:44]=[CH:43][C:42]([N+:45]([O-:47])=[O:46])=[CH:41][CH:40]=1)=[O:37]. The yield is 0.740. The product is [N+:45]([C:42]1[CH:41]=[CH:40][C:39]([O:38][C:36](=[O:37])[NH:1][C:2]2[CH:27]=[C:26]([Cl:28])[CH:25]=[CH:24][C:3]=2[O:4][CH2:5][C:6]([N:8]2[CH2:13][C@H:12]([CH3:14])[N:11]([CH2:15][C:16]3[CH:17]=[CH:18][C:19]([F:22])=[CH:20][CH:21]=3)[CH2:10][C@H:9]2[CH3:23])=[O:7])=[CH:44][CH:43]=1)([O-:47])=[O:46].